This data is from Full USPTO retrosynthesis dataset with 1.9M reactions from patents (1976-2016). The task is: Predict the reactants needed to synthesize the given product. (1) Given the product [C:19](/[C:18](=[CH:8]/[CH:7]=[CH:6]/[C:5]1[CH:4]=[C:3]([O:2][CH3:1])[C:12]([OH:13])=[C:11]([O:14][CH3:15])[CH:10]=1)/[C:16]#[N:17])([OH:21])=[O:20], predict the reactants needed to synthesize it. The reactants are: [CH3:1][O:2][C:3]1[CH:4]=[C:5]([CH:10]=[C:11]([O:14][CH3:15])[C:12]=1[OH:13])[CH:6]=[CH:7][CH:8]=O.[C:16]([CH2:18][C:19]([OH:21])=[O:20])#[N:17]. (2) Given the product [CH2:4]([O:3][C:1]([N:11]1[CH2:15][CH2:14][C@H:13]([O:16][CH2:20][C:21]([O:23][CH3:24])=[O:22])[CH2:12]1)=[O:2])[C:5]1[CH:10]=[CH:9][CH:8]=[CH:7][CH:6]=1, predict the reactants needed to synthesize it. The reactants are: [C:1]([N:11]1[CH2:15][CH2:14][C@H:13]([OH:16])[CH2:12]1)([O:3][CH2:4][C:5]1[CH:10]=[CH:9][CH:8]=[CH:7][CH:6]=1)=[O:2].[H-].[Na+].Br[CH2:20][C:21]([O:23][CH3:24])=[O:22].[Cl-].[NH4+]. (3) The reactants are: CC(N(C)C)=O.[Cl:7][C:8]1[CH:9]=[C:10]([NH:23][C:24]2[C:29]3[C:30]4[CH2:38][CH2:37][C:36]5[C:32](=[CH:33][N:34]([CH2:39][CH2:40][OH:41])[N:35]=5)[C:31]=4[S:42][C:28]=3[N:27]=[CH:26][N:25]=2)[CH:11]=[CH:12][C:13]=1[O:14][CH2:15][C:16]1[CH:21]=[CH:20][CH:19]=[C:18]([F:22])[CH:17]=1.Cl[S:44]([NH2:47])(=[O:46])=[O:45]. Given the product [S:44](=[O:46])(=[O:45])([O:41][CH2:40][CH2:39][N:34]1[CH:33]=[C:32]2[C:36]([CH2:37][CH2:38][C:30]3[C:29]4[C:24]([NH:23][C:10]5[CH:11]=[CH:12][C:13]([O:14][CH2:15][C:16]6[CH:21]=[CH:20][CH:19]=[C:18]([F:22])[CH:17]=6)=[C:8]([Cl:7])[CH:9]=5)=[N:25][CH:26]=[N:27][C:28]=4[S:42][C:31]=32)=[N:35]1)[NH2:47], predict the reactants needed to synthesize it. (4) Given the product [Cl:1][C:2]1[CH:3]=[C:4]([C:10]2[N:11]=[C:12]([O:29][CH3:30])[C:13]3[CH:18]=[CH:17][N:16]([C:19]4[CH:28]=[CH:27][C:22]([C:23]([OH:25])=[O:24])=[CH:21][CH:20]=4)[C:14]=3[N:15]=2)[CH:5]=[CH:6][C:7]=1[O:8][CH3:9], predict the reactants needed to synthesize it. The reactants are: [Cl:1][C:2]1[CH:3]=[C:4]([C:10]2[N:11]=[C:12]([O:29][CH3:30])[C:13]3[CH:18]=[CH:17][N:16]([C:19]4[CH:28]=[CH:27][C:22]([C:23]([O:25]C)=[O:24])=[CH:21][CH:20]=4)[C:14]=3[N:15]=2)[CH:5]=[CH:6][C:7]=1[O:8][CH3:9].[OH-].[Na+].Cl. (5) The reactants are: [CH3:1][C:2]1([CH3:27])[C:6]([CH3:8])([CH3:7])[O:5][B:4]([C:9]2[CH:26]=[CH:25][C:12]([CH2:13]OC3C=CC=CC=3C(OC)=O)=[CH:11][CH:10]=2)[O:3]1.[OH:28][C:29]1[C:34](=[O:35])[CH:33]=[CH:32][N:31]([CH3:36])[C:30]=1[CH3:37].BrCC1C=CC(B2OC(C)(C)C(C)(C)O2)=CC=1.C([O-])([O-])=O.[K+].[K+]. Given the product [CH3:36][N:31]1[CH:32]=[CH:33][C:34](=[O:35])[C:29]([O:28][CH2:13][C:12]2[CH:11]=[CH:10][C:9]([B:4]3[O:3][C:2]([CH3:27])([CH3:1])[C:6]([CH3:8])([CH3:7])[O:5]3)=[CH:26][CH:25]=2)=[C:30]1[CH3:37], predict the reactants needed to synthesize it. (6) Given the product [F:1][C:2]1[CH:3]=[CH:4][C:5]([CH2:8][CH2:9][CH2:10][CH2:11][C:12]([N:20]([CH2:19][C:18]2[CH:22]=[CH:23][CH:24]=[CH:25][C:17]=2[O:16][CH3:15])[CH3:21])=[O:14])=[CH:6][CH:7]=1, predict the reactants needed to synthesize it. The reactants are: [F:1][C:2]1[CH:7]=[CH:6][C:5]([CH2:8][CH2:9][CH2:10][CH2:11][C:12]([OH:14])=O)=[CH:4][CH:3]=1.[CH3:15][O:16][C:17]1[CH:25]=[CH:24][CH:23]=[CH:22][C:18]=1[CH2:19][NH:20][CH3:21].